From a dataset of NCI-60 drug combinations with 297,098 pairs across 59 cell lines. Regression. Given two drug SMILES strings and cell line genomic features, predict the synergy score measuring deviation from expected non-interaction effect. (1) Drug 1: CC1C(C(=O)NC(C(=O)N2CCCC2C(=O)N(CC(=O)N(C(C(=O)O1)C(C)C)C)C)C(C)C)NC(=O)C3=C4C(=C(C=C3)C)OC5=C(C(=O)C(=C(C5=N4)C(=O)NC6C(OC(=O)C(N(C(=O)CN(C(=O)C7CCCN7C(=O)C(NC6=O)C(C)C)C)C)C(C)C)C)N)C. Drug 2: CN(CCCl)CCCl.Cl. Cell line: EKVX. Synergy scores: CSS=-5.25, Synergy_ZIP=1.09, Synergy_Bliss=0.0728, Synergy_Loewe=-5.50, Synergy_HSA=-4.74. (2) Drug 1: CC1OCC2C(O1)C(C(C(O2)OC3C4COC(=O)C4C(C5=CC6=C(C=C35)OCO6)C7=CC(=C(C(=C7)OC)O)OC)O)O. Drug 2: CS(=O)(=O)CCNCC1=CC=C(O1)C2=CC3=C(C=C2)N=CN=C3NC4=CC(=C(C=C4)OCC5=CC(=CC=C5)F)Cl. Cell line: MDA-MB-435. Synergy scores: CSS=2.76, Synergy_ZIP=-0.554, Synergy_Bliss=1.58, Synergy_Loewe=-7.05, Synergy_HSA=-3.86. (3) Drug 1: CCCCCOC(=O)NC1=NC(=O)N(C=C1F)C2C(C(C(O2)C)O)O. Drug 2: CC1CCC2CC(C(=CC=CC=CC(CC(C(=O)C(C(C(=CC(C(=O)CC(OC(=O)C3CCCCN3C(=O)C(=O)C1(O2)O)C(C)CC4CCC(C(C4)OC)OCCO)C)C)O)OC)C)C)C)OC. Cell line: CAKI-1. Synergy scores: CSS=-1.14, Synergy_ZIP=-0.370, Synergy_Bliss=1.43, Synergy_Loewe=-1.92, Synergy_HSA=0.647. (4) Drug 1: C1CC(C1)(C(=O)O)C(=O)O.[NH2-].[NH2-].[Pt+2]. Drug 2: C1=CN(C=N1)CC(O)(P(=O)(O)O)P(=O)(O)O. Cell line: SNB-75. Synergy scores: CSS=-1.80, Synergy_ZIP=-0.0245, Synergy_Bliss=-0.137, Synergy_Loewe=-0.929, Synergy_HSA=-0.929. (5) Drug 2: CCC(=C(C1=CC=CC=C1)C2=CC=C(C=C2)OCCN(C)C)C3=CC=CC=C3.C(C(=O)O)C(CC(=O)O)(C(=O)O)O. Drug 1: CCC1=CC2CC(C3=C(CN(C2)C1)C4=CC=CC=C4N3)(C5=C(C=C6C(=C5)C78CCN9C7C(C=CC9)(C(C(C8N6C)(C(=O)OC)O)OC(=O)C)CC)OC)C(=O)OC.C(C(C(=O)O)O)(C(=O)O)O. Synergy scores: CSS=40.0, Synergy_ZIP=1.56, Synergy_Bliss=4.46, Synergy_Loewe=-30.1, Synergy_HSA=4.74. Cell line: SF-539.